From a dataset of Reaction yield outcomes from USPTO patents with 853,638 reactions. Predict the reaction yield, written as a fraction of the theoretical maximum amount of product (1.0 means a 100% yield; for example, 0.34 means a 34% yield). (1) The reactants are FC(F)(F)C(O)=O.[Cl:8][C:9]1[C:10]([F:34])=[C:11]([CH:15]2[C:19]([C:22]3[CH:27]=[CH:26][C:25]([Cl:28])=[CH:24][C:23]=3[F:29])([C:20]#[N:21])[CH:18]([CH3:30])[NH:17][CH:16]2[C:31](O)=[O:32])[CH:12]=[CH:13][CH:14]=1.[NH2:35][CH:36]1[CH2:41][CH2:40][N:39]([C:42]([O:44][C:45]([CH3:48])([CH3:47])[CH3:46])=[O:43])[CH2:38][CH2:37]1.CN(C(ON1N=NC2C=CC=NC1=2)=[N+](C)C)C.F[P-](F)(F)(F)(F)F.CCN(C(C)C)C(C)C. The catalyst is C(Cl)Cl. The product is [C:45]([O:44][C:42]([N:39]1[CH2:40][CH2:41][CH:36]([NH:35][C:31]([C@H:16]2[C@H:15]([C:11]3[CH:12]=[CH:13][CH:14]=[C:9]([Cl:8])[C:10]=3[F:34])[C@:19]([C:22]3[CH:27]=[CH:26][C:25]([Cl:28])=[CH:24][C:23]=3[F:29])([C:20]#[N:21])[C@H:18]([CH3:30])[NH:17]2)=[O:32])[CH2:37][CH2:38]1)=[O:43])([CH3:48])([CH3:46])[CH3:47]. The yield is 1.00. (2) The reactants are [Cl:1][C:2]1[CH:7]=[CH:6][N:5]=[C:4]2[CH:8]=[CH:9][S:10][C:3]=12.C1C[O:14][CH2:13]C1.CN(C=O)C. The catalyst is O. The product is [Cl:1][C:2]1[CH:7]=[CH:6][N:5]=[C:4]2[CH:8]=[C:9]([CH:13]=[O:14])[S:10][C:3]=12. The yield is 0.860. (3) The reactants are C(OC(=O)[NH:7][CH:8]1[CH2:12][C:11](=[CH2:13])[CH2:10][CH:9]1[C:14](=[O:23])[NH:15][C:16]1[CH:21]=[CH:20][C:19]([Cl:22])=[CH:18][CH:17]=1)(C)(C)C. The catalyst is C(Cl)Cl.FC(F)(F)C(O)=O. The product is [Cl:22][C:19]1[CH:20]=[CH:21][C:16]([NH:15][C:14]([CH:9]2[CH2:10][C:11](=[CH2:13])[CH2:12][CH:8]2[NH2:7])=[O:23])=[CH:17][CH:18]=1. The yield is 0.690. (4) The reactants are [N:1]1([CH2:6][CH2:7][CH2:8][O:9][C:10]2[CH:11]=[C:12]3[C:17](=[CH:18][CH:19]=2)[NH:16][C:15](=[O:20])[CH2:14][CH2:13]3)[CH2:5][CH2:4][CH2:3][CH2:2]1.[F:21][C:22]1[CH:27]=[CH:26][C:25](I)=[CH:24][CH:23]=1.CN[C@@H]1CCCC[C@H]1NC.C(=O)([O-])[O-].[Cs+].[Cs+]. The catalyst is C1(C)C=CC=CC=1.C(Cl)(Cl)Cl.[Cu](I)I. The product is [F:21][C:22]1[CH:27]=[CH:26][C:25]([N:16]2[C:17]3[C:12](=[CH:11][C:10]([O:9][CH2:8][CH2:7][CH2:6][N:1]4[CH2:5][CH2:4][CH2:3][CH2:2]4)=[CH:19][CH:18]=3)[CH2:13][CH2:14][C:15]2=[O:20])=[CH:24][CH:23]=1. The yield is 0.370. (5) The reactants are [O:1]1[C:5]2[C:6]3[C:7](=[CH:13][CH2:14][NH2:15])[CH2:8][CH2:9][C:10]=3[CH:11]=[CH:12][C:4]=2[N:3]=[CH:2]1.C(N(CC)CC)C.[C:23](OC(=O)C)(=[O:25])[CH3:24].C(=O)([O-])O.[Na+]. The catalyst is O1CCCC1. The product is [O:1]1[C:5]2[C:6]3[C:7](=[CH:13][CH2:14][NH:15][C:23](=[O:25])[CH3:24])[CH2:8][CH2:9][C:10]=3[CH:11]=[CH:12][C:4]=2[N:3]=[CH:2]1. The yield is 0.530. (6) The reactants are [CH2:1]([C:4]1[CH:5]=[CH:6][C:7]2[S:11][C:10]([CH2:12][O:13][C:14]3[C:15]([F:24])=[C:16]([C:20]([F:23])=[CH:21][CH:22]=3)[C:17]([NH2:19])=[O:18])=[N:9][C:8]=2[CH:25]=1)[CH:2]=[CH2:3]. The catalyst is CO.[Pd]. The product is [F:24][C:15]1[C:14]([O:13][CH2:12][C:10]2[S:11][C:7]3[CH:6]=[CH:5][C:4]([CH2:1][CH2:2][CH3:3])=[CH:25][C:8]=3[N:9]=2)=[CH:22][CH:21]=[C:20]([F:23])[C:16]=1[C:17]([NH2:19])=[O:18]. The yield is 0.140.